Dataset: Reaction yield outcomes from USPTO patents with 853,638 reactions. Task: Predict the reaction yield, written as a fraction of the theoretical maximum amount of product (1.0 means a 100% yield; for example, 0.34 means a 34% yield). The yield is 0.800. The reactants are CON(C)[C:4]([C:6]1[S:10][CH:9]2[CH:11]=[CH:12][S:13][CH:8]2[CH:7]=1)=[O:5].[CH3:15][Mg]Br. The product is [S:10]1[C:6]([C:4](=[O:5])[CH3:15])=[CH:7][CH:8]2[S:13][CH:12]=[CH:11][CH:9]12. The catalyst is C1COCC1.